This data is from Forward reaction prediction with 1.9M reactions from USPTO patents (1976-2016). The task is: Predict the product of the given reaction. Given the reactants [S-:1][C:2]#[N:3].[K+].[CH3:5][O:6][C:7](=[O:17])[C:8]1[CH:13]=[CH:12][C:11]([C:14](Cl)=[O:15])=[CH:10][CH:9]=1, predict the reaction product. The product is: [CH3:5][O:6][C:7](=[O:17])[C:8]1[CH:13]=[CH:12][C:11]([C:14]([N:3]=[C:2]=[S:1])=[O:15])=[CH:10][CH:9]=1.